Dataset: Forward reaction prediction with 1.9M reactions from USPTO patents (1976-2016). Task: Predict the product of the given reaction. (1) Given the reactants [CH3:1][Mg]Br.[CH2:4]([N:7]1[C:11]2=[C:12]([CH:16]=[N:17][C:18]3[CH:23]=[CH:22][C:21]([F:24])=[CH:20][CH:19]=3)[N:13]=[CH:14][CH:15]=[C:10]2[C:9]([CH3:25])=[C:8]1[CH3:26])[CH:5]=[CH2:6].[Cl-:27].[NH4+], predict the reaction product. The product is: [ClH:27].[CH2:4]([N:7]1[C:11]2=[C:12]([CH:16]([NH:17][C:18]3[CH:19]=[CH:20][C:21]([F:24])=[CH:22][CH:23]=3)[CH3:1])[N:13]=[CH:14][CH:15]=[C:10]2[C:9]([CH3:25])=[C:8]1[CH3:26])[CH:5]=[CH2:6]. (2) Given the reactants [NH2:1][C:2]1[C:3]([C:24]#[N:25])=[N:4][C:5]([C:14]2[CH:19]=[CH:18][C:17](=[O:20])[N:16]([CH:21]([CH3:23])[CH3:22])[N:15]=2)=[C:6]([C:8]2[CH:13]=[CH:12][CH:11]=[CH:10][CH:9]=2)[N:7]=1.CC(O)=[O:28].C([O-])([O-])=O.[Na+].[Na+].CCCCCC, predict the reaction product. The product is: [NH2:1][C:2]1[C:3]([C:24]([NH2:25])=[O:28])=[N:4][C:5]([C:14]2[CH:19]=[CH:18][C:17](=[O:20])[N:16]([CH:21]([CH3:23])[CH3:22])[N:15]=2)=[C:6]([C:8]2[CH:9]=[CH:10][CH:11]=[CH:12][CH:13]=2)[N:7]=1. (3) The product is: [F:1][C:2]([F:41])([F:40])[C:3]1[CH:4]=[C:5]([CH:33]=[C:34]([C:36]([F:39])([F:38])[F:37])[CH:35]=1)[CH2:6][N:7]([CH2:14][C:15]1[CH:20]=[C:19]([C:21]([F:24])([F:23])[F:22])[CH:18]=[CH:17][C:16]=1[CH:25]([CH:26]1[CH2:31][CH2:30][CH2:29][CH2:28][CH2:27]1)[S:43][CH3:42])[C:8]1[N:9]=[N:10][N:11]([CH3:13])[N:12]=1. Given the reactants [F:1][C:2]([F:41])([F:40])[C:3]1[CH:4]=[C:5]([CH:33]=[C:34]([C:36]([F:39])([F:38])[F:37])[CH:35]=1)[CH2:6][N:7]([CH2:14][C:15]1[CH:20]=[C:19]([C:21]([F:24])([F:23])[F:22])[CH:18]=[CH:17][C:16]=1[CH:25](Br)[CH:26]1[CH2:31][CH2:30][CH2:29][CH2:28][CH2:27]1)[C:8]1[N:9]=[N:10][N:11]([CH3:13])[N:12]=1.[CH3:42][S-:43].[Na+], predict the reaction product. (4) Given the reactants [F:1][C:2]1[CH:32]=[CH:31][C:5]([C:6]([NH:8][C:9]2[C:10]([S:15][CH2:16][CH2:17][S:18]([C:21]3[CH:26]=[CH:25][CH:24]=[C:23]([C:27]([F:30])([F:29])[F:28])[CH:22]=3)(=[O:20])=[O:19])=[N:11][CH:12]=[CH:13][CH:14]=2)=[O:7])=[C:4]([O:33]C)[CH:3]=1.B(Br)(Br)Br.O.C([O-])(O)=O.[Na+], predict the reaction product. The product is: [F:1][C:2]1[CH:32]=[CH:31][C:5]([C:6]([NH:8][C:9]2[C:10]([S:15][CH2:16][CH2:17][S:18]([C:21]3[CH:26]=[CH:25][CH:24]=[C:23]([C:27]([F:28])([F:29])[F:30])[CH:22]=3)(=[O:20])=[O:19])=[N:11][CH:12]=[CH:13][CH:14]=2)=[O:7])=[C:4]([OH:33])[CH:3]=1. (5) Given the reactants C1(N=C=NC2CCCCC2)CCCCC1.[CH3:16][O:17][C:18]1[CH:19]=[C:20]2[C:25](=[CH:26][CH:27]=1)[CH:24]=[C:23]([C@H:28]([CH3:32])[C:29]([OH:31])=[O:30])[CH:22]=[CH:21]2.[N+:33]([C:36]([CH3:41])([CH2:39]O)[CH2:37][OH:38])([O-:35])=[O:34], predict the reaction product. The product is: [CH3:16][O:17][C:18]1[CH:19]=[C:20]2[C:25](=[CH:26][CH:27]=1)[CH:24]=[C:23]([C@H:28]([CH3:32])[C:29]([O:31][CH2:39][C:36]([CH3:41])([N+:33]([O-:35])=[O:34])[CH2:37][OH:38])=[O:30])[CH:22]=[CH:21]2. (6) The product is: [Cl:1][C:2]1[C:3]([C:19]([N:21]2[CH2:26][CH2:25][O:24][CH2:23][CH2:22]2)=[O:20])=[CH:4][C:5]([O:11][CH2:12][C:13]2[CH:18]=[CH:17][CH:16]=[CH:15][CH:14]=2)=[C:6]([CH:10]=1)[C:7]([NH:51][C:46]1[CH:47]=[CH:48][N:52]=[N:44][CH:45]=1)=[O:8]. Given the reactants [Cl:1][C:2]1[C:3]([C:19]([N:21]2[CH2:26][CH2:25][O:24][CH2:23][CH2:22]2)=[O:20])=[CH:4][C:5]([O:11][CH2:12][C:13]2[CH:18]=[CH:17][CH:16]=[CH:15][CH:14]=2)=[C:6]([CH:10]=1)[C:7](O)=[O:8].C(N(C(C)C)CC)(C)C.CN(C(O[N:44]1[N:52]=[N:51][C:46]2[CH:47]=[CH:48]C=N[C:45]1=2)=[N+](C)C)C.F[P-](F)(F)(F)(F)F.NC1C=CN=NC=1, predict the reaction product. (7) Given the reactants Br[C:2]1[CH:7]=[CH:6][C:5]([CH:8]=[O:9])=[CH:4][N:3]=1.[CH3:10][C:11]1[C:12](B(O)O)=[CH:13][C:14]2[C:15]([CH3:24])([CH3:23])[CH2:16][CH2:17][C:18]([CH3:22])([CH3:21])[C:19]=2[CH:20]=1.C(=O)([O-])[O-].[K+].[K+], predict the reaction product. The product is: [CH3:10][C:11]1[C:12]([C:2]2[CH:7]=[CH:6][C:5]([CH:8]=[O:9])=[CH:4][N:3]=2)=[CH:13][C:14]2[C:15]([CH3:24])([CH3:23])[CH2:16][CH2:17][C:18]([CH3:22])([CH3:21])[C:19]=2[CH:20]=1.